From a dataset of Reaction yield outcomes from USPTO patents with 853,638 reactions. Predict the reaction yield, written as a fraction of the theoretical maximum amount of product (1.0 means a 100% yield; for example, 0.34 means a 34% yield). (1) The reactants are C(OC([N:8]1[CH2:13][CH2:12][CH:11]([C:14](=[O:23])[C:15]2[CH:20]=[CH:19][C:18]([S:21][CH3:22])=[CH:17][CH:16]=2)[CH2:10][CH2:9]1)=O)(C)(C)C.[C:24]1([C:26](=[CH:28][CH:29]=[CH:30][CH:31]=1)O)[OH:25].CC1C=CC(S(O)(=O)=O)=CC=1.O. The catalyst is C1(C)C(C)=CC=CC=1. The product is [CH3:22][S:21][C:18]1[CH:17]=[CH:16][C:15]([C:14]2([CH:11]3[CH2:10][CH2:9][NH:8][CH2:13][CH2:12]3)[O:23][C:31]3[CH:30]=[CH:29][CH:28]=[CH:26][C:24]=3[O:25]2)=[CH:20][CH:19]=1. The yield is 0.870. (2) The reactants are [CH3:1][NH:2][CH2:3][C:4]1[N:8]([CH3:9])[N:7]=[C:6]([N+:10]([O-:12])=[O:11])[CH:5]=1.[O:13]1[CH2:16][C:15](=O)[CH2:14]1.[BH3-]C#N.[Na+]. The catalyst is CO.[Cl-].[Cl-].[Zn+2]. The product is [CH3:1][N:2]([CH2:3][C:4]1[N:8]([CH3:9])[N:7]=[C:6]([N+:10]([O-:12])=[O:11])[CH:5]=1)[CH:15]1[CH2:16][O:13][CH2:14]1. The yield is 0.800. (3) The reactants are [C:1]([N:5]1[C:9]2=[N:10][CH:11]=[CH:12][CH:13]=[C:8]2[CH:7]([CH2:14][C:15]2[C:20]([CH2:21]O)=[CH:19][C:18]([Cl:23])=[CH:17][N:16]=2)[C:6]1=[O:24])([CH3:4])([CH3:3])[CH3:2].CN(C=O)C.S(Cl)([Cl:32])=O.[Na+].[Cl-]. The catalyst is ClCCl. The product is [C:1]([N:5]1[C:9]2=[N:10][CH:11]=[CH:12][CH:13]=[C:8]2[CH:7]([CH2:14][C:15]2[C:20]([CH2:21][Cl:32])=[CH:19][C:18]([Cl:23])=[CH:17][N:16]=2)[C:6]1=[O:24])([CH3:4])([CH3:3])[CH3:2]. The yield is 0.930. (4) The catalyst is C(Cl)Cl. The yield is 0.850. The product is [C:12]([O:11][NH:26][C:29]([CH2:30][CH2:17][CH2:18][CH2:19][CH2:20][CH2:21][N:36]=[N+:37]=[N-:38])=[O:33])([CH3:13])([CH3:14])[CH3:15]. The reactants are [C:12]([O:11]C(OC([O:11][C:12]([CH3:15])([CH3:14])[CH3:13])=O)=O)([CH3:15])([CH3:14])[CH3:13].N[CH2:17][CH2:18][CH2:19][CH2:20][CH2:21]CO.CC[N:26]([CH2:29][CH3:30])CC.CS(Cl)(=O)=[O:33].[N-:36]=[N+:37]=[N-:38].[Na+]. (5) The yield is 0.880. The reactants are [N:1]1([C:7]([O:9][C:10]([CH3:13])([CH3:12])[CH3:11])=[O:8])[CH2:6][CH2:5][NH:4][CH2:3][CH2:2]1.[Cl:14][C:15]1[N:20]=[C:19]([NH:21][CH:22]2[CH2:27][CH2:26][O:25][CH2:24][CH2:23]2)[C:18]([N+:28]([O-:30])=[O:29])=[C:17](Cl)[N:16]=1.C(N(C(C)C)CC)(C)C. The catalyst is ClCCl. The product is [Cl:14][C:15]1[N:16]=[C:17]([N:4]2[CH2:5][CH2:6][N:1]([C:7]([O:9][C:10]([CH3:13])([CH3:12])[CH3:11])=[O:8])[CH2:2][CH2:3]2)[C:18]([N+:28]([O-:30])=[O:29])=[C:19]([NH:21][CH:22]2[CH2:27][CH2:26][O:25][CH2:24][CH2:23]2)[N:20]=1.